This data is from Catalyst prediction with 721,799 reactions and 888 catalyst types from USPTO. The task is: Predict which catalyst facilitates the given reaction. Reactant: [Cl:1][C:2]1[CH:13]=[C:12]([Cl:14])[CH:11]=[CH:10][C:3]=1[CH2:4][NH:5][C:6](=[O:9])[CH2:7]Cl.[C:15]([O-:18])(=[S:17])[CH3:16].[K+]. Product: [C:15](=[O:18])([S:17][CH2:7][C:6](=[O:9])[NH:5][CH2:4][C:3]1[CH:10]=[CH:11][C:12]([Cl:14])=[CH:13][C:2]=1[Cl:1])[CH3:16]. The catalyst class is: 39.